This data is from Forward reaction prediction with 1.9M reactions from USPTO patents (1976-2016). The task is: Predict the product of the given reaction. (1) Given the reactants [SH2:1].O=[C:3]1[CH2:8][CH2:7][CH2:6][CH2:5][CH:4]1[C:9]([O:11][CH2:12][CH3:13])=[O:10], predict the reaction product. The product is: [SH:1][C:3]1[CH2:8][CH2:7][CH2:6][CH2:5][C:4]=1[C:9]([O:11][CH2:12][CH3:13])=[O:10]. (2) Given the reactants [Cl:1][C:2]1[CH:10]=[C:9]2[C:5]([C:6]([CH2:18][C:19]3[CH:24]=[CH:23][CH:22]=[C:21]([Cl:25])[CH:20]=3)([CH:12]3[CH2:17][CH2:16][CH2:15][NH:14][CH2:13]3)[C:7](=[O:11])[NH:8]2)=[CH:4][CH:3]=1.C(N(CC)CC)C.[CH2:33]([O:35][C:36](=[O:46])[C:37]1[CH:42]=[CH:41][C:40]([N:43]=[C:44]=[O:45])=[CH:39][CH:38]=1)[CH3:34], predict the reaction product. The product is: [CH2:33]([O:35][C:36](=[O:46])[C:37]1[CH:42]=[CH:41][C:40]([NH:43][C:44]([N:14]2[CH2:15][CH2:16][CH2:17][CH:12]([C:6]3([CH2:18][C:19]4[CH:24]=[CH:23][CH:22]=[C:21]([Cl:25])[CH:20]=4)[C:5]4[C:9](=[CH:10][C:2]([Cl:1])=[CH:3][CH:4]=4)[NH:8][C:7]3=[O:11])[CH2:13]2)=[O:45])=[CH:39][CH:38]=1)[CH3:34]. (3) Given the reactants [Cl:1][C:2]1[C:7]([F:8])=[CH:6][CH:5]=[C:4]([Cl:9])[C:3]=1[C@H:10]([O:12][C:13]1[C:14]2[O:22][CH:21]=[C:20]([C:23]3CCNCC=3)[C:15]=2[CH:16]=[N:17][C:18]=1N)[CH3:11].CI.C[CH2:32][N:33]([CH:37]([CH3:39])C)[CH:34]([CH3:36])C.[CH3:40][N:41](C=O)C, predict the reaction product. The product is: [Cl:1][C:2]1[C:7]([F:8])=[CH:6][CH:5]=[C:4]([Cl:9])[C:3]=1[C@H:10]([O:12][C:13]1[C:14]2[O:22][CH:21]=[C:20]([C:23]3[CH2:39][CH2:37][N:33]([CH3:32])[CH2:34][CH:36]=3)[C:15]=2[CH:16]=[N:17][C:18]=1[NH:41][CH3:40])[CH3:11]. (4) Given the reactants [Cl:1][C:2]1[CH:3]=[C:4]2[C:9](=[CH:10][CH:11]=1)[N:8]=[C:7]([N:12]1[CH2:17][CH2:16][CH:15]([CH2:18][CH2:19][N:20]3[C:24](=[O:25])[CH2:23][O:22][C:21]3=[O:26])[CH2:14][CH2:13]1)[CH:6]=[CH:5]2.[NH3:27], predict the reaction product. The product is: [Cl:1][C:2]1[CH:3]=[C:4]2[C:9](=[CH:10][CH:11]=1)[N:8]=[C:7]([N:12]1[CH2:13][CH2:14][CH:15]([CH2:18][CH2:19][NH:20][C:21](=[O:26])[O:22][CH2:23][C:24]([NH2:27])=[O:25])[CH2:16][CH2:17]1)[CH:6]=[CH:5]2. (5) Given the reactants [F:1][C:2]1[CH:3]=[C:4]([CH:29]=[CH:30][CH:31]=1)[CH2:5][N:6]([CH2:20][C:21]1[CH:26]=[CH:25][C:24]([O:27][CH3:28])=[CH:23][CH:22]=1)[S:7]([C:10]1[CH:19]=[CH:18][C:13]([C:14]([O:16]C)=[O:15])=[CH:12][CH:11]=1)(=[O:9])=[O:8].[OH-].[Na+], predict the reaction product. The product is: [F:1][C:2]1[CH:3]=[C:4]([CH:29]=[CH:30][CH:31]=1)[CH2:5][N:6]([CH2:20][C:21]1[CH:26]=[CH:25][C:24]([O:27][CH3:28])=[CH:23][CH:22]=1)[S:7]([C:10]1[CH:11]=[CH:12][C:13]([C:14]([OH:16])=[O:15])=[CH:18][CH:19]=1)(=[O:9])=[O:8]. (6) Given the reactants Cl[C:2]1[N:7]([CH3:8])[C:6](=[O:9])[CH:5]=[C:4]([C:10]2[CH:15]=[CH:14][N:13]=[CH:12][N:11]=2)[N:3]=1.Cl.[O:17]1[CH2:22][CH2:21][NH:20][C@@H:19]2[CH2:23][CH2:24][C:25]3[C:30]([C@@H:18]12)=[CH:29][CH:28]=[CH:27][CH:26]=3.C(N(CC)CC)C, predict the reaction product. The product is: [O:17]1[CH2:22][CH2:21][N:20]([C:2]2[N:7]([CH3:8])[C:6](=[O:9])[CH:5]=[C:4]([C:10]3[CH:15]=[CH:14][N:13]=[CH:12][N:11]=3)[N:3]=2)[C@@H:19]2[CH2:23][CH2:24][C:25]3[C:30]([C@@H:18]12)=[CH:29][CH:28]=[CH:27][CH:26]=3. (7) Given the reactants C([O:3][C:4](=[O:34])[C:5]([O:8][C:9]1[CH:14]=[CH:13][C:12]([O:15][CH2:16][CH2:17][CH2:18][N:19]2[C:24](=[O:25])[C:23]3[N:26]([CH3:32])[N:27]=[C:28]([CH2:29][CH2:30][CH3:31])[C:22]=3[N:21]=[C:20]2[CH3:33])=[CH:11][CH:10]=1)([CH3:7])[CH3:6])C.C(=O)([O-])[O-].[Na+].[Na+], predict the reaction product. The product is: [CH3:32][N:26]1[C:23]2[C:24](=[O:25])[N:19]([CH2:18][CH2:17][CH2:16][O:15][C:12]3[CH:13]=[CH:14][C:9]([O:8][C:5]([CH3:6])([CH3:7])[C:4]([OH:34])=[O:3])=[CH:10][CH:11]=3)[C:20]([CH3:33])=[N:21][C:22]=2[C:28]([CH2:29][CH2:30][CH3:31])=[N:27]1. (8) Given the reactants [Cl:1][C:2]1[C:3]([O:11][CH2:12][CH:13]2[CH2:15][CH2:14]2)=[CH:4][C:5]([C:8]([OH:10])=O)=[N:6][CH:7]=1.[NH2:16][C:17]([CH3:22])([CH2:20][CH3:21])[CH2:18][OH:19], predict the reaction product. The product is: [OH:19][CH2:18][C:17]([NH:16][C:8]([C:5]1[CH:4]=[C:3]([O:11][CH2:12][CH:13]2[CH2:15][CH2:14]2)[C:2]([Cl:1])=[CH:7][N:6]=1)=[O:10])([CH3:22])[CH2:20][CH3:21].